This data is from Full USPTO retrosynthesis dataset with 1.9M reactions from patents (1976-2016). The task is: Predict the reactants needed to synthesize the given product. (1) Given the product [CH2:31]([O:30][C:17]1[N:16]([CH2:15][C:12]2[CH:11]=[CH:10][C:9]([C:4]3[CH:5]=[CH:6][CH:7]=[CH:8][C:3]=3[C:1]3[NH:39][N:38]=[N:37][N:2]=3)=[CH:14][CH:13]=2)[C:20]2[C:21]([C:25]([O:27][CH2:28][CH3:29])=[O:26])=[CH:22][CH:23]=[CH:24][C:19]=2[N:18]=1)[CH3:32], predict the reactants needed to synthesize it. The reactants are: [C:1]([C:3]1[CH:8]=[CH:7][CH:6]=[CH:5][C:4]=1[C:9]1[CH:14]=[CH:13][C:12]([CH2:15][N:16]2[C:20]3[C:21]([C:25]([O:27][CH2:28][CH3:29])=[O:26])=[CH:22][CH:23]=[CH:24][C:19]=3[N:18]=[C:17]2[O:30][CH2:31][CH3:32])=[CH:11][CH:10]=1)#[N:2].C[Sn]([N:37]=[N+:38]=[N-:39])(C)C. (2) Given the product [N:5]1([C:3](=[O:4])[CH2:2][O:29][C:16]2[CH:15]=[C:14]3[C:19]([C:20]4[N:24]5[CH2:25][CH2:26][O:27][CH2:28][C:23]5=[N:22][C:21]=4[C:12]([NH2:11])=[N:13]3)=[CH:18][CH:17]=2)[CH2:10][CH2:9][O:8][CH2:7][CH2:6]1, predict the reactants needed to synthesize it. The reactants are: Br[CH2:2][C:3]([N:5]1[CH2:10][CH2:9][O:8][CH2:7][CH2:6]1)=[O:4].[NH2:11][C:12]1[C:21]2[N:22]=[C:23]3[CH2:28][O:27][CH2:26][CH2:25][N:24]3[C:20]=2[C:19]2[C:14](=[CH:15][C:16]([OH:29])=[CH:17][CH:18]=2)[N:13]=1.C(=O)([O-])[O-].[Cs+].[Cs+]. (3) Given the product [CH2:1]([O:8][C:9]1[CH:17]=[CH:16][CH:15]=[C:14]2[C:10]=1[CH:11]=[CH:12][N:13]2[CH3:21])[C:2]1[CH:3]=[CH:4][CH:5]=[CH:6][CH:7]=1, predict the reactants needed to synthesize it. The reactants are: [CH2:1]([O:8][C:9]1[CH:17]=[CH:16][CH:15]=[C:14]2[C:10]=1[CH:11]=[CH:12][NH:13]2)[C:2]1[CH:7]=[CH:6][CH:5]=[CH:4][CH:3]=1.[H-].[Na+].I[CH3:21]. (4) Given the product [Br:20][C:11]1[CH:12]=[CH:13][C:8]2[NH:7][C:6](=[O:14])[O:5][C:1]3([CH2:4][CH2:3][CH2:2]3)[C:9]=2[CH:10]=1, predict the reactants needed to synthesize it. The reactants are: [C:1]12([C:9]3[CH:10]=[CH:11][CH:12]=[CH:13][C:8]=3[NH:7][C:6](=[O:14])[O:5]1)[CH2:4][CH2:3][CH2:2]2.C([O-])(=O)C.[K+].[Br:20]Br. (5) Given the product [C:1]([O:7][C:8]1[CH:13]=[C:12]([CH2:14][CH2:15][O:16][S:34]([CH3:37])(=[O:36])=[O:35])[O:11][C:10](=[O:17])[C:9]=1[C:18]1[C:19]([CH3:26])=[CH:20][C:21]([CH3:25])=[CH:22][C:23]=1[CH3:24])(=[O:6])[C:2]([CH3:4])([CH3:3])[CH3:5], predict the reactants needed to synthesize it. The reactants are: [C:1]([O:7][C:8]1[CH:13]=[C:12]([CH2:14][CH2:15][OH:16])[O:11][C:10](=[O:17])[C:9]=1[C:18]1[C:23]([CH3:24])=[CH:22][C:21]([CH3:25])=[CH:20][C:19]=1[CH3:26])(=[O:6])[C:2]([CH3:5])([CH3:4])[CH3:3].C(N(CC)CC)C.[S:34](Cl)([CH3:37])(=[O:36])=[O:35]. (6) Given the product [CH3:1][C:2]([CH3:15])([CH2:8][C:9]1[CH:14]=[CH:13][CH:12]=[CH:11][CH:10]=1)[C:3]([OH:5])=[O:4], predict the reactants needed to synthesize it. The reactants are: [CH3:1][C:2]([CH3:15])([CH2:8][C:9]1[CH:14]=[CH:13][CH:12]=[CH:11][CH:10]=1)[C:3]([O:5]CC)=[O:4].O.[OH-].[Li+]. (7) Given the product [CH:43]1([CH2:46][C:47]([NH:1][C@@H:2]2[C:16](=[O:17])[N:15]3[CH2:18][C@H:19]([O:21][C:22]4[CH:27]=[C:26]([C:28]5[CH:33]=[CH:32][CH:31]=[CH:30][N:29]=5)[N:25]=[C:24]5[CH:34]=[CH:35][S:36][C:23]=45)[CH2:20][C@H:14]3[C:13](=[O:37])[NH:12][C@:11]3([C:39]([O:41][CH3:42])=[O:40])[CH2:38][C@H:10]3[CH:9]=[CH:8][CH2:7][CH2:6][CH2:5][CH2:4][CH2:3]2)=[O:48])[CH2:45][CH2:44]1, predict the reactants needed to synthesize it. The reactants are: [NH2:1][CH:2]1[C:16](=[O:17])[N:15]2[CH2:18][C@H:19]([O:21][C:22]3[CH:27]=[C:26]([C:28]4[CH:33]=[CH:32][CH:31]=[CH:30][N:29]=4)[N:25]=[C:24]4[CH:34]=[CH:35][S:36][C:23]=34)[CH2:20][C@H:14]2[C:13](=[O:37])[NH:12][C@:11]2([C:39]([O:41][CH3:42])=[O:40])[CH2:38][C@H:10]2[CH:9]=[CH:8][CH2:7][CH2:6][CH2:5][CH2:4][CH2:3]1.[CH:43]1([CH2:46][C:47](O)=[O:48])[CH2:45][CH2:44]1.C(N(C(C)C)CC)(C)C.CN(C(ON1N=NC2C=CC=NC1=2)=[N+](C)C)C.F[P-](F)(F)(F)(F)F.C(=O)(O)[O-].[Na+]. (8) Given the product [Cl:1][C:2]1[CH:3]=[CH:4][C:5]([CH:8]2[N:12]([C:37]([Cl:39])=[O:38])[C:11]([C:13]3[CH:18]=[CH:17][C:16]([O:19][CH3:20])=[CH:15][C:14]=3[O:21][CH2:22][CH3:23])=[N:10][CH:9]2[CH2:24][CH:25]2[CH2:29][CH2:28][CH2:27][CH2:26]2)=[CH:6][CH:7]=1, predict the reactants needed to synthesize it. The reactants are: [Cl:1][C:2]1[CH:7]=[CH:6][C:5]([CH:8]2[NH:12][C:11]([C:13]3[CH:18]=[CH:17][C:16]([O:19][CH3:20])=[CH:15][C:14]=3[O:21][CH2:22][CH3:23])=[N:10][CH:9]2[CH2:24][CH:25]2[CH2:29][CH2:28][CH2:27][CH2:26]2)=[CH:4][CH:3]=1.C(N(CC)CC)C.[C:37](Cl)([Cl:39])=[O:38]. (9) Given the product [C:1]1([C:7]2[CH:13]=[CH:12][CH:11]=[CH:10][C:8]=2[N:9]=[C:17]2[C:18]3[C:27](=[CH:26][C:25]4[CH2:24][CH2:23][CH2:22][C:21](=[N:9][C:8]5[CH:10]=[CH:11][CH:12]=[CH:13][C:7]=5[C:1]5[CH:2]=[CH:3][CH:4]=[CH:5][CH:6]=5)[C:20]=4[N:19]=3)[CH2:14][CH2:15][CH2:16]2)[CH:2]=[CH:3][CH:4]=[CH:5][CH:6]=1, predict the reactants needed to synthesize it. The reactants are: [C:1]1([C:7]2[CH:13]=[CH:12][CH:11]=[CH:10][C:8]=2[NH2:9])[CH:6]=[CH:5][CH:4]=[CH:3][CH:2]=1.[CH2:14]1[C:27]2[C:18](=[N:19][C:20]3[C:21](=O)[CH2:22][CH2:23][CH2:24][C:25]=3[CH:26]=2)[C:17](=O)[CH2:16][CH2:15]1. (10) Given the product [F:33][C:2]1[C:3]([NH:12][C@H:13]2[CH2:17][CH2:16][CH2:15][C@@H:14]2[NH:18][C:19]([C:21]2[C:26]([N:27]3[N:31]=[CH:30][CH:29]=[N:28]3)=[CH:25][CH:24]=[CH:23][N:22]=2)=[O:20])=[N:4][CH:5]=[C:6]([C:8]([F:11])([F:10])[F:9])[CH:7]=1, predict the reactants needed to synthesize it. The reactants are: Cl[C:2]1[C:3]([NH:12][C@H:13]2[CH2:17][CH2:16][CH2:15][C@@H:14]2[NH:18][C:19]([C:21]2[C:26]([N:27]3[N:31]=[CH:30][CH:29]=[N:28]3)=[CH:25][CH:24]=[CH:23][N:22]=2)=[O:20])=[N:4][CH:5]=[C:6]([C:8]([F:11])([F:10])[F:9])[CH:7]=1.Cl.[F:33]C1C(N[C@H]2CCC[C@@H]2N)=NC=C(C(F)(F)F)C=1.N1N(C2C(C(O)=O)=NC=CC=2)N=CC=1.